Dataset: Catalyst prediction with 721,799 reactions and 888 catalyst types from USPTO. Task: Predict which catalyst facilitates the given reaction. (1) Reactant: [C:1]([C:5]1[CH:18]=[CH:17][CH:16]=[CH:15][C:6]=1[O:7][C:8]1[C:13]([NH2:14])=[CH:12][CH:11]=[CH:10][N:9]=1)([CH3:4])([CH3:3])[CH3:2].[C:19](N1C=CC=CC1=O)(N1C=CC=CC1=O)=[S:20]. Product: [C:1]([C:5]1[CH:18]=[CH:17][CH:16]=[CH:15][C:6]=1[O:7][C:8]1[C:13]([N:14]=[C:19]=[S:20])=[CH:12][CH:11]=[CH:10][N:9]=1)([CH3:4])([CH3:2])[CH3:3]. The catalyst class is: 2. (2) Reactant: [N:1]1[CH:6]=[CH:5][C:4]([C:7]2[CH:16]=[C:15]3[C:10]([CH:11]=[CH:12][N:13]=[CH:14]3)=[CH:9][CH:8]=2)=[CH:3][CH:2]=1.C1C(=O)N([Br:24])C(=O)C1.C([O-])(O)=O.[Na+]. Product: [Br:24][C:9]1[CH:8]=[C:7]([C:4]2[CH:3]=[CH:2][N:1]=[CH:6][CH:5]=2)[CH:16]=[C:15]2[C:10]=1[CH:11]=[CH:12][N:13]=[CH:14]2. The catalyst class is: 82.